This data is from Peptide-MHC class I binding affinity with 185,985 pairs from IEDB/IMGT. The task is: Regression. Given a peptide amino acid sequence and an MHC pseudo amino acid sequence, predict their binding affinity value. This is MHC class I binding data. (1) The peptide sequence is HLTKTDKKY. The MHC is HLA-A31:01 with pseudo-sequence HLA-A31:01. The binding affinity (normalized) is 0.154. (2) The peptide sequence is GPSLRTTTV. The MHC is HLA-B07:02 with pseudo-sequence HLA-B07:02. The binding affinity (normalized) is 0.909. (3) The peptide sequence is FIYAGSLSA. The MHC is HLA-A02:01 with pseudo-sequence HLA-A02:01. The binding affinity (normalized) is 0.689. (4) The peptide sequence is TMKFKGTVD. The MHC is HLA-B35:01 with pseudo-sequence HLA-B35:01. The binding affinity (normalized) is 0.0847. (5) The peptide sequence is TTTDISKYF. The MHC is HLA-B57:01 with pseudo-sequence HLA-B57:01. The binding affinity (normalized) is 0.628. (6) The peptide sequence is YQEPPAHGL. The MHC is HLA-A30:02 with pseudo-sequence HLA-A30:02. The binding affinity (normalized) is 0.213. (7) The peptide sequence is VVLQQHSIA. The MHC is HLA-A24:02 with pseudo-sequence HLA-A24:02. The binding affinity (normalized) is 0. (8) The peptide sequence is KSWPAAIDW. The MHC is HLA-B58:01 with pseudo-sequence HLA-B58:01. The binding affinity (normalized) is 0.945. (9) The peptide sequence is YRSGIIAVV. The MHC is HLA-A26:01 with pseudo-sequence HLA-A26:01. The binding affinity (normalized) is 0.